From a dataset of Full USPTO retrosynthesis dataset with 1.9M reactions from patents (1976-2016). Predict the reactants needed to synthesize the given product. Given the product [CH:1]1([C:4]2[C:5]([O:15][C@@H:16]3[CH2:21][CH2:20][CH2:19][N:18]([CH2:35][C:36]4([C:41]([F:44])([F:43])[F:42])[CH2:40][CH2:39][CH2:38][CH2:37]4)[CH2:17]3)=[CH:6][C:7]([F:14])=[C:8]([CH:13]=2)[C:9]([O:11][CH3:12])=[O:10])[CH2:2][CH2:3]1, predict the reactants needed to synthesize it. The reactants are: [CH:1]1([C:4]2[C:5]([O:15][C@@H:16]3[CH2:21][CH2:20][CH2:19][NH:18][CH2:17]3)=[CH:6][C:7]([F:14])=[C:8]([CH:13]=2)[C:9]([O:11][CH3:12])=[O:10])[CH2:3][CH2:2]1.C(N(CC)CC)C.FC(F)(F)S(O[CH2:35][C:36]1([C:41]([F:44])([F:43])[F:42])[CH2:40][CH2:39][CH2:38][CH2:37]1)(=O)=O.FF.